Dataset: Reaction yield outcomes from USPTO patents with 853,638 reactions. Task: Predict the reaction yield, written as a fraction of the theoretical maximum amount of product (1.0 means a 100% yield; for example, 0.34 means a 34% yield). (1) The reactants are C([O-])([O-])=O.[K+].[K+].[F-].[Cs+].[C:9]([C:11]1[CH:16]=[CH:15][C:14](B(O)O)=[CH:13][CH:12]=1)#[N:10].Br[C:21]1[CH:22]=[CH:23][C:24]2[S:28][C:27]([CH2:29][CH2:30][N:31]3[CH2:35][CH2:34][CH2:33][CH:32]3[CH3:36])=[N:26][C:25]=2[CH:37]=1.C1(P(C2CCCCC2)C2C=CC=CC=2C2C=CC=CC=2)CCCCC1. The catalyst is C1(C)C=CC=CC=1.C1C=CC(/C=C/C(/C=C/C2C=CC=CC=2)=O)=CC=1.C1C=CC(/C=C/C(/C=C/C2C=CC=CC=2)=O)=CC=1.C1C=CC(/C=C/C(/C=C/C2C=CC=CC=2)=O)=CC=1.[Pd].[Pd]. The product is [CH3:36][CH:32]1[CH2:33][CH2:34][CH2:35][N:31]1[CH2:30][CH2:29][C:27]1[S:28][C:24]2[CH:23]=[CH:22][C:21]([C:14]3[CH:15]=[CH:16][C:11]([C:9]#[N:10])=[CH:12][CH:13]=3)=[CH:37][C:25]=2[N:26]=1. The yield is 0.315. (2) The reactants are [CH2:1]1[C:5]2([CH2:10][CH2:9][NH:8][CH2:7][CH2:6]2)[CH2:4][CH2:3][N:2]1[C:11]([O:13][C:14]([CH3:17])([CH3:16])[CH3:15])=[O:12].Br[C:19]1[C:28]2[C:23](=[C:24]([C:29]([F:32])([F:31])[F:30])[CH:25]=[CH:26][CH:27]=2)[N:22]=[CH:21][CH:20]=1.CC([O-])(C)C.[Na+].C1C=CC(P(C2C(C3C(P(C4C=CC=CC=4)C4C=CC=CC=4)=CC=C4C=3C=CC=C4)=C3C(C=CC=C3)=CC=2)C2C=CC=CC=2)=CC=1. The catalyst is C1(C)C=CC=CC=1.CC([O-])=O.CC([O-])=O.[Pd+2]. The product is [F:32][C:29]([F:30])([F:31])[C:24]1[CH:25]=[CH:26][CH:27]=[C:28]2[C:23]=1[N:22]=[CH:21][CH:20]=[C:19]2[N:8]1[CH2:7][CH2:6][C:5]2([CH2:1][N:2]([C:11]([O:13][C:14]([CH3:17])([CH3:16])[CH3:15])=[O:12])[CH2:3][CH2:4]2)[CH2:10][CH2:9]1. The yield is 0.400.